Dataset: Forward reaction prediction with 1.9M reactions from USPTO patents (1976-2016). Task: Predict the product of the given reaction. (1) Given the reactants [CH2:1]([C@@H:5]1[NH:10][CH2:9][C@H:8]([CH2:11][CH:12]([CH3:14])[CH3:13])[NH:7][C:6]1=[O:15])[CH:2]([CH3:4])[CH3:3].[F:16][C:17]1[CH:27]=[CH:26][C:20]([CH:21]=[CH:22][C:23](O)=[O:24])=[CH:19][CH:18]=1.C([C@@H]1N(C(=O)/C=C/C2C=CC=CC=2)C[C@H](CC(C)C)NC1=O)C(C)C, predict the reaction product. The product is: [F:16][C:17]1[CH:18]=[CH:19][C:20]([CH:21]=[CH:22][C:23]([N:10]2[CH2:9][C@H:8]([CH2:11][CH:12]([CH3:14])[CH3:13])[NH:7][C:6](=[O:15])[C@@H:5]2[CH2:1][CH:2]([CH3:4])[CH3:3])=[O:24])=[CH:26][CH:27]=1. (2) Given the reactants [F:1][C:2]1[CH:7]=[C:6]([Si](C)(C)C)[CH:5]=[CH:4][C:3]=1[NH:12][C:13]1[C:14]([N+:24]([O-:26])=[O:25])=[C:15]2[S:23][CH2:22][CH2:21][N:16]2[C:17](=[O:20])[C:18]=1[CH3:19].[I:27]Cl.C(OC(=O)C)C, predict the reaction product. The product is: [F:1][C:2]1[CH:7]=[C:6]([I:27])[CH:5]=[CH:4][C:3]=1[NH:12][C:13]1[C:14]([N+:24]([O-:26])=[O:25])=[C:15]2[S:23][CH2:22][CH2:21][N:16]2[C:17](=[O:20])[C:18]=1[CH3:19]. (3) Given the reactants [Cl:1][C:2]1[CH:3]=[C:4]([CH:10]=[C:11]([O:15][CH3:16])[C:12]=1[CH:13]=O)[C:5]([O:7]CC)=[O:6].[N:17]1([C:23]([O:25][C:26]([CH3:29])([CH3:28])[CH3:27])=[O:24])[CH2:22][CH2:21][NH:20][CH2:19][CH2:18]1, predict the reaction product. The product is: [Cl:1][C:2]1[CH:3]=[C:4]([CH:10]=[C:11]([O:15][CH3:16])[C:12]=1[CH2:13][N:20]1[CH2:19][CH2:18][N:17]([C:23]([O:25][C:26]([CH3:29])([CH3:28])[CH3:27])=[O:24])[CH2:22][CH2:21]1)[C:5]([OH:7])=[O:6]. (4) Given the reactants C(OC([NH:11][CH2:12][CH2:13][CH2:14][C@@H:15]([NH:24][C:25](=[O:47])[CH2:26][C@H:27]([O:39][CH2:40][C:41]1[CH:46]=[CH:45][CH:44]=[CH:43][CH:42]=1)[CH2:28][CH2:29][CH2:30][CH2:31][CH2:32][CH2:33][CH2:34][CH2:35][CH2:36][CH2:37][CH3:38])[CH2:16][O:17][CH:18]1[CH2:23][CH2:22][CH2:21][CH2:20][O:19]1)=O)C1C=CC=CC=1.C(N(CC)CC)C.[H][H], predict the reaction product. The product is: [NH2:11][CH2:12][CH2:13][CH2:14][C@@H:15]([NH:24][C:25](=[O:47])[CH2:26][C@H:27]([O:39][CH2:40][C:41]1[CH:42]=[CH:43][CH:44]=[CH:45][CH:46]=1)[CH2:28][CH2:29][CH2:30][CH2:31][CH2:32][CH2:33][CH2:34][CH2:35][CH2:36][CH2:37][CH3:38])[CH2:16][O:17][CH:18]1[CH2:23][CH2:22][CH2:21][CH2:20][O:19]1. (5) Given the reactants [Cl:1][C:2]1[CH:7]=[CH:6][C:5]([N+:8]([O-])=O)=[CH:4][C:3]=1[O:11][CH2:12][CH:13]1[CH2:15][CH2:14]1.S(S([O-])=O)([O-])=O.[Na+].[Na+].Cl.[OH-].[Na+], predict the reaction product. The product is: [Cl:1][C:2]1[CH:7]=[CH:6][C:5]([NH2:8])=[CH:4][C:3]=1[O:11][CH2:12][CH:13]1[CH2:14][CH2:15]1. (6) The product is: [CH3:1][O:2][C:3](=[O:24])[C:4]1[CH:9]=[CH:8][C:7]([NH:10][CH:11]2[CH2:16][CH2:15][CH2:14][CH2:13][CH:12]2[C:17]([F:20])([F:18])[F:19])=[C:6]([NH2:21])[CH:5]=1. Given the reactants [CH3:1][O:2][C:3](=[O:24])[C:4]1[CH:9]=[CH:8][C:7]([NH:10][CH:11]2[CH2:16][CH2:15][CH2:14][CH2:13][CH:12]2[C:17]([F:20])([F:19])[F:18])=[C:6]([N+:21]([O-])=O)[CH:5]=1, predict the reaction product.